From a dataset of Full USPTO retrosynthesis dataset with 1.9M reactions from patents (1976-2016). Predict the reactants needed to synthesize the given product. (1) Given the product [C:17]([OH:21])(=[O:20])[CH:18]=[CH2:19].[NH2:3][C:2]([O:30][CH2:29][CH3:31])=[O:1], predict the reactants needed to synthesize it. The reactants are: [O:1]=[C:2]=[N:3]C1CC(C)(C)CC(C)(CN=C=O)C1.[C:17]([O:21]CCO)(=[O:20])[CH:18]=[CH2:19].C1(C=[CH:31][C:29]([OH:30])=CC=1)O. (2) Given the product [CH2:28]([N:30]1[CH2:34][CH2:33][CH2:32][CH:31]1[CH2:35][N:36]1[C:2]2[CH:7]=[CH:6][C:5]([NH:8][C:9]([NH:11][C:12]3[CH:17]=[CH:16][C:15]([O:18][C:19]4[CH:24]=[CH:23][CH:22]=[CH:21][CH:20]=4)=[CH:14][CH:13]=3)=[O:10])=[CH:4][C:3]=2[N:25]=[C:37]1[CH3:38])[CH3:29], predict the reactants needed to synthesize it. The reactants are: F[C:2]1[CH:7]=[CH:6][C:5]([NH:8][C:9]([NH:11][C:12]2[CH:17]=[CH:16][C:15]([O:18][C:19]3[CH:24]=[CH:23][CH:22]=[CH:21][CH:20]=3)=[CH:14][CH:13]=2)=[O:10])=[CH:4][C:3]=1[N+:25]([O-])=O.[CH2:28]([N:30]1[CH2:34][CH2:33][CH2:32][CH:31]1[CH2:35][NH2:36])[CH3:29].[C:37](OCC)(=O)[CH3:38].CCCCCC. (3) The reactants are: [CH3:1][S:2]([NH:5][C:6]1[CH:7]=[C:8]2[C:12](=[CH:13][CH:14]=1)[N:11]([CH2:15][C:16]([O:18]CC1C=CC=CC=1)=[O:17])[CH2:10][CH2:9]2)(=[O:4])=[O:3]. Given the product [CH3:1][S:2]([NH:5][C:6]1[CH:7]=[C:8]2[C:12](=[CH:13][CH:14]=1)[N:11]([CH2:15][C:16]([OH:18])=[O:17])[CH2:10][CH2:9]2)(=[O:3])=[O:4], predict the reactants needed to synthesize it. (4) Given the product [F:19][C:3]1[CH:4]=[C:5]([C:8]2[C:9]([S:14]([NH:17][CH3:18])(=[O:16])=[O:15])=[CH:10][CH:11]=[CH:12][CH:13]=2)[CH:6]=[CH:7][C:2]=1[B:23]1[O:24][C:25]([CH3:27])([CH3:26])[C:21]([CH3:37])([CH3:20])[O:22]1, predict the reactants needed to synthesize it. The reactants are: Br[C:2]1[CH:7]=[CH:6][C:5]([C:8]2[C:9]([S:14]([NH:17][CH3:18])(=[O:16])=[O:15])=[CH:10][CH:11]=[CH:12][CH:13]=2)=[CH:4][C:3]=1[F:19].[CH3:20][C:21]1([CH3:37])[C:25]([CH3:27])([CH3:26])[O:24][B:23]([B:23]2[O:24][C:25]([CH3:27])([CH3:26])[C:21]([CH3:37])([CH3:20])[O:22]2)[O:22]1.CC([O-])=O.[K+].C(Cl)Cl. (5) Given the product [Cl:1][C:2]1[CH:7]=[CH:6][C:5]([CH2:8][C:9]2[O:17][N:19]=[C:11]([C:12]([O:14][CH3:15])=[O:13])[CH:10]=2)=[CH:4][CH:3]=1, predict the reactants needed to synthesize it. The reactants are: [Cl:1][C:2]1[CH:7]=[CH:6][C:5]([CH2:8][C:9](=[O:17])[CH2:10][C:11](=O)[C:12]([O:14][CH3:15])=[O:13])=[CH:4][CH:3]=1.Cl.[NH2:19]O. (6) The reactants are: [OH:1][C:2]1[CH:11]=[CH:10][C:5]2[C:6](=[O:9])[CH2:7][O:8][C:4]=2[C:3]=1[CH:12]([N:14]1[CH2:19][CH2:18][N:17]([C:20]([O:22][C:23]([CH3:26])([CH3:25])[CH3:24])=[O:21])[CH2:16][CH2:15]1)[CH3:13].CO.[C:29]1(P(C2C=CC=CC=2)C2C=CC=CC=2)C=CC=CC=1.N(C(OCC)=O)=NC(OCC)=O.C1(C)C=CC=CC=1. Given the product [CH3:29][O:1][C:2]1[CH:11]=[CH:10][C:5]2[C:6](=[O:9])[CH2:7][O:8][C:4]=2[C:3]=1[CH:12]([N:14]1[CH2:15][CH2:16][N:17]([C:20]([O:22][C:23]([CH3:25])([CH3:24])[CH3:26])=[O:21])[CH2:18][CH2:19]1)[CH3:13], predict the reactants needed to synthesize it.